This data is from Forward reaction prediction with 1.9M reactions from USPTO patents (1976-2016). The task is: Predict the product of the given reaction. (1) Given the reactants N1[N:5]2[C:6](=[O:14])[C:7]3[N:8]([N:11]=[CH:12][CH:13]=3)[C:9](=O)[C:4]2=[CH:3][CH:2]=1.N[C:16]1[C:17]([CH3:23])=[CH:18]C(C)=CC=1, predict the reaction product. The product is: [CH3:2][C:3]1[CH:18]=[C:17]([CH3:23])[CH:16]=[CH:9][C:4]=1[NH:5][C:6]([C:7]1[CH:13]=[CH:12][NH:11][N:8]=1)=[O:14]. (2) Given the reactants Cl.[CH:2]([C:5]1[CH:9]=[CH:8][N:7]([CH2:10]Cl)[N:6]=1)([CH3:4])[CH3:3].[F:12][C:13]([F:22])([F:21])[CH2:14][CH2:15][CH:16]([C:19]#[N:20])[C:17]#[N:18].C(=O)([O-])[O-].[K+].[K+].O, predict the reaction product. The product is: [CH:2]([C:5]1[CH:9]=[CH:8][N:7]([CH2:10][C:16]([CH2:15][CH2:14][C:13]([F:12])([F:21])[F:22])([C:17]#[N:18])[C:19]#[N:20])[N:6]=1)([CH3:4])[CH3:3]. (3) Given the reactants [F:1][C:2]1[CH:3]=[C:4]([CH:14]=[CH:15][C:16]=1B1OC(C)(C)C(C)(C)O1)[O:5][C:6]1[CH:11]=[C:10]([CH3:12])[CH:9]=[C:8]([CH3:13])[N:7]=1.C([O-])(O)=O.[Na+].Br[C:32]1[CH:37]=[CH:36][N:35]([CH2:38][CH:39]2[CH2:41][CH2:40]2)[C:34](=[O:42])[C:33]=1[C:43]#[N:44], predict the reaction product. The product is: [CH:39]1([CH2:38][N:35]2[CH:36]=[CH:37][C:32]([C:16]3[CH:15]=[CH:14][C:4]([O:5][C:6]4[CH:11]=[C:10]([CH3:12])[CH:9]=[C:8]([CH3:13])[N:7]=4)=[CH:3][C:2]=3[F:1])=[C:33]([C:43]#[N:44])[C:34]2=[O:42])[CH2:40][CH2:41]1. (4) Given the reactants [Cl-].O[NH3+:3].[C:4](=[O:7])([O-])[OH:5].[Na+].CS(C)=O.[CH2:13]([O:15][C:16]1[N:17]([CH2:30][C:31]2[CH:36]=[CH:35][C:34]([C:37]3[C:38]([C:43]#[N:44])=[CH:39][CH:40]=[CH:41][CH:42]=3)=[CH:33][CH:32]=2)[C:18](=[O:29])[C:19]([C:23]2[CH:28]=[CH:27][CH:26]=[CH:25][CH:24]=2)=[C:20]([CH3:22])[N:21]=1)[CH3:14], predict the reaction product. The product is: [CH2:13]([O:15][C:16]1[N:17]([CH2:30][C:31]2[CH:32]=[CH:33][C:34]([C:37]3[CH:42]=[CH:41][CH:40]=[CH:39][C:38]=3[C:43]3[NH:3][C:4](=[O:7])[O:5][N:44]=3)=[CH:35][CH:36]=2)[C:18](=[O:29])[C:19]([C:23]2[CH:24]=[CH:25][CH:26]=[CH:27][CH:28]=2)=[C:20]([CH3:22])[N:21]=1)[CH3:14]. (5) Given the reactants [Cl:1][C:2]1[C:3]([N:12]2[CH2:17][CH2:16][CH:15]([N:18]3[CH2:22][CH2:21][C@H:20]([NH:23]C(=O)OC(C)(C)C)[C:19]3=[O:31])[CH2:14][CH2:13]2)=[N:4][CH:5]=[C:6]([C:8]([F:11])([F:10])[F:9])[CH:7]=1.Cl, predict the reaction product. The product is: [NH2:23][C@H:20]1[CH2:21][CH2:22][N:18]([CH:15]2[CH2:16][CH2:17][N:12]([C:3]3[C:2]([Cl:1])=[CH:7][C:6]([C:8]([F:11])([F:10])[F:9])=[CH:5][N:4]=3)[CH2:13][CH2:14]2)[C:19]1=[O:31]. (6) Given the reactants [Br:1][C:2]1[CH:9]=[CH:8][C:5]([CH:6]=O)=[CH:4][CH:3]=1.[C:10]([C:13]1[CH:18]=[CH:17][CH:16]=[CH:15][N:14]=1)(=O)[CH3:11].[OH-].[Na+].CO.[I-].[CH:24]1[C:33]2[C:28](=[CH:29][CH:30]=[CH:31][CH:32]=2)[CH:27]=[CH:26][C:25]=1[C:34](=O)[CH2:35][N+]1C=CC=CC=1.C([O-])(=O)C.[NH4+:47], predict the reaction product. The product is: [Br:1][C:2]1[CH:9]=[CH:8][C:5]([C:6]2[CH:35]=[C:34]([C:25]3[CH:26]=[CH:27][C:28]4[C:33](=[CH:32][CH:31]=[CH:30][CH:29]=4)[CH:24]=3)[N:47]=[C:10]([C:13]3[CH:18]=[CH:17][CH:16]=[CH:15][N:14]=3)[CH:11]=2)=[CH:4][CH:3]=1. (7) Given the reactants C(Cl)(=O)C(Cl)=O.CS(C)=O.[CH3:11][C:12]1[CH:13]=[C:14]([CH:19]=[CH:20][C:21]=1[CH3:22])[O:15][CH2:16][CH2:17][OH:18].O, predict the reaction product. The product is: [CH3:11][C:12]1[CH:13]=[C:14]([CH:19]=[CH:20][C:21]=1[CH3:22])[O:15][CH2:16][CH:17]=[O:18]. (8) Given the reactants [CH2:1]([C@H:3]1[C@@H:7]([C:8]2[N:12]3[C:13]4[CH:19]=[CH:18][NH:17][C:14]=4[N:15]=[CH:16][C:11]3=[N:10][N:9]=2)[CH2:6][C@@H:5]([CH2:20][C:21](OCC)=[O:22])[CH2:4]1)[CH3:2].O/[N:27]=[C:28](\[NH2:31])/[CH2:29][OH:30].C([O-])([O-])=O.[K+].[K+], predict the reaction product. The product is: [CH2:1]([C@H:3]1[C@@H:7]([C:8]2[N:12]3[C:13]4[CH:19]=[CH:18][NH:17][C:14]=4[N:15]=[CH:16][C:11]3=[N:10][N:9]=2)[CH2:6][C@@H:5]([CH2:20][C:21]2[O:22][N:31]=[C:28]([CH2:29][OH:30])[N:27]=2)[CH2:4]1)[CH3:2]. (9) The product is: [CH3:24][C:23]1[N:1]([C:2]2[CH:3]=[CH:4][C:5]([CH2:8][C:9]([O:11][CH2:12][CH3:13])=[O:10])=[N:6][CH:7]=2)[N:27]=[N:26][N:25]=1. Given the reactants [NH2:1][C:2]1[CH:3]=[CH:4][C:5]([CH2:8][C:9]([O:11][CH2:12][CH3:13])=[O:10])=[N:6][CH:7]=1.C(O[CH2:23][CH3:24])(OCC)(OCC)C.[N-:25]=[N+:26]=[N-:27].[Na+], predict the reaction product. (10) Given the reactants N[S:2]([C:5]1[CH:6]=[C:7]2[C:11](=[CH:12][CH:13]=1)[NH:10][C:9](=[O:14])[CH2:8]2)(=[O:4])=[O:3].[CH3:15][NH:16][CH3:17], predict the reaction product. The product is: [CH3:15][N:16]([CH3:17])[S:2]([C:5]1[CH:6]=[C:7]2[C:11](=[CH:12][CH:13]=1)[NH:10][C:9](=[O:14])[CH2:8]2)(=[O:3])=[O:4].